Dataset: Full USPTO retrosynthesis dataset with 1.9M reactions from patents (1976-2016). Task: Predict the reactants needed to synthesize the given product. (1) Given the product [OH:19][CH2:20][CH2:21][O:22][C:23]1[C:30]([CH3:31])=[CH:29][C:26]([C:27]2[NH:6][C:4](=[O:5])[C:3]3[C:2](=[CH:10][C:9]([O:11][CH:12]([CH3:13])[CH3:14])=[CH:8][C:7]=3[O:15][CH:16]([CH3:18])[CH3:17])[N:1]=2)=[CH:25][C:24]=1[CH3:32], predict the reactants needed to synthesize it. The reactants are: [NH2:1][C:2]1[CH:10]=[C:9]([O:11][CH:12]([CH3:14])[CH3:13])[CH:8]=[C:7]([O:15][CH:16]([CH3:18])[CH3:17])[C:3]=1[C:4]([NH2:6])=[O:5].[OH:19][CH2:20][CH2:21][O:22][C:23]1[C:30]([CH3:31])=[CH:29][C:26]([CH:27]=O)=[CH:25][C:24]=1[CH3:32].S(=O)(O)[O-].[Na+].C1(C)C=CC(S(O)(=O)=O)=CC=1. (2) Given the product [CH:1]([N:4]1[CH2:9][CH2:8][CH:7]([NH:10][C:11]([C:13]2[N:17]([CH2:29][C:30](=[O:31])[NH:32][C:33]3[CH:38]=[CH:37][C:36]([Cl:39])=[CH:35][N:34]=3)[C:16]3[CH:18]=[CH:19][CH:20]=[C:21]([O:22][CH2:23][CH2:24][O:25][CH2:26][CH3:27])[C:15]=3[N:14]=2)=[O:12])[CH2:6][CH2:5]1)([CH3:3])[CH3:2], predict the reactants needed to synthesize it. The reactants are: [CH:1]([N:4]1[CH2:9][CH2:8][CH:7]([NH:10][C:11]([C:13]2[NH:17][C:16]3[CH:18]=[CH:19][CH:20]=[C:21]([O:22][CH2:23][CH2:24][O:25][CH2:26][CH3:27])[C:15]=3[N:14]=2)=[O:12])[CH2:6][CH2:5]1)([CH3:3])[CH3:2].Br[CH2:29][C:30]([NH:32][C:33]1[CH:38]=[CH:37][C:36]([Cl:39])=[CH:35][N:34]=1)=[O:31].C([O-])(=O)C. (3) Given the product [C:23]([O:27][C:28](=[O:39])[NH:29][C@@H:30]1[CH2:35][CH2:34][C@@H:33]([CH2:36][CH:37]=[O:38])[O:32][CH2:31]1)([CH3:26])([CH3:24])[CH3:25], predict the reactants needed to synthesize it. The reactants are: CC(OI1(OC(C)=O)(OC(C)=O)OC(=O)C2C=CC=CC1=2)=O.[C:23]([O:27][C:28](=[O:39])[NH:29][C@@H:30]1[CH2:35][CH2:34][C@@H:33]([CH2:36][CH2:37][OH:38])[O:32][CH2:31]1)([CH3:26])([CH3:25])[CH3:24].S([O-])([O-])(=O)=S.[Na+].[Na+].C(=O)([O-])O.[Na+]. (4) Given the product [S:3]1[CH:7]=[CH:6][CH:5]=[C:4]1[C:8]1[CH:9]=[C:10]2[C:14](=[CH:15][CH:16]=1)[CH:13]([OH:17])[CH2:12][CH2:11]2, predict the reactants needed to synthesize it. The reactants are: [BH4-].[Na+].[S:3]1[CH:7]=[CH:6][CH:5]=[C:4]1[C:8]1[CH:9]=[C:10]2[C:14](=[CH:15][CH:16]=1)[C:13](=[O:17])[CH2:12][CH2:11]2. (5) Given the product [F:30][C:29]1[C:21]([NH:4][C:3]2[CH:5]=[CH:6][C:7]([I:9])=[CH:8][C:2]=2[F:1])=[C:22]([CH:26]=[C:27]([N+:32]([O-:34])=[O:33])[C:28]=1[F:31])[C:23]([OH:25])=[O:24], predict the reactants needed to synthesize it. The reactants are: [F:1][C:2]1[CH:8]=[C:7]([I:9])[CH:6]=[CH:5][C:3]=1[NH2:4].[Li+].C[Si]([N-][Si](C)(C)C)(C)C.F[C:21]1[C:29]([F:30])=[C:28]([F:31])[C:27]([N+:32]([O-:34])=[O:33])=[CH:26][C:22]=1[C:23]([OH:25])=[O:24]. (6) Given the product [C:1]([O:5][C:6](=[O:22])[NH:7][CH:8]([C:12]1[N:13]([CH2:14][C:15]2[CH:16]=[CH:17][CH:18]=[CH:19][CH:20]=2)[C:33](=[O:32])[C:34]([CH3:35])=[C:36]([OH:37])[N:21]=1)[CH:9]([CH3:11])[CH3:10])([CH3:3])([CH3:4])[CH3:2], predict the reactants needed to synthesize it. The reactants are: [C:1]([O:5][C:6](=[O:22])[NH:7][C@@H:8]([C:12](=[NH:21])[NH:13][CH2:14][C:15]1[CH:20]=[CH:19][CH:18]=[CH:17][CH:16]=1)[CH:9]([CH3:11])[CH3:10])([CH3:4])([CH3:3])[CH3:2].CCN(CC)CC.C([O:32][C:33](=O)[CH:34]([C:36](Cl)=[O:37])[CH3:35])C.